From a dataset of Forward reaction prediction with 1.9M reactions from USPTO patents (1976-2016). Predict the product of the given reaction. (1) Given the reactants [CH3:1][C:2]1([CH3:16])[CH2:11][C:10]2[NH:9][C:8](=[S:12])[C:7]([C:13]#[N:14])=[CH:6][C:5]=2[C:4](=[O:15])[CH2:3]1.Br[CH:18]([CH3:20])[CH3:19], predict the reaction product. The product is: [CH:18]([S:12][C:8]1[C:7]([C:13]#[N:14])=[CH:6][C:5]2[C:4](=[O:15])[CH2:3][C:2]([CH3:16])([CH3:1])[CH2:11][C:10]=2[N:9]=1)([CH3:20])[CH3:19]. (2) Given the reactants [F:1][C:2]([F:13])([F:12])[C:3]1[CH:11]=[CH:10][C:6]([C:7](Cl)=[O:8])=[CH:5][N:4]=1.Cl.[CH3:15][NH:16][O:17][CH3:18].C(N(C(C)C)CC)(C)C, predict the reaction product. The product is: [CH3:18][O:17][N:16]([CH3:15])[C:7](=[O:8])[C:6]1[CH:10]=[CH:11][C:3]([C:2]([F:13])([F:12])[F:1])=[N:4][CH:5]=1.